From a dataset of Catalyst prediction with 721,799 reactions and 888 catalyst types from USPTO. Predict which catalyst facilitates the given reaction. (1) Reactant: [Br:1][CH:2]1[C:6](=[O:7])[N:5]([C:8]([CH3:17])([CH3:16])[CH2:9][C:10]2[CH:15]=[CH:14][CH:13]=[CH:12][CH:11]=2)[N:4]=[C:3]1[CH:18]([CH3:20])[CH3:19].C(N(CC)CC)C.[C:28](Cl)(=[O:35])[C:29]1[CH:34]=[CH:33][CH:32]=[CH:31][CH:30]=1. Product: [C:28]([O:7][C:6]1[N:5]([C:8]([CH3:16])([CH3:17])[CH2:9][C:10]2[CH:15]=[CH:14][CH:13]=[CH:12][CH:11]=2)[N:4]=[C:3]([CH:18]([CH3:20])[CH3:19])[C:2]=1[Br:1])(=[O:35])[C:29]1[CH:34]=[CH:33][CH:32]=[CH:31][CH:30]=1. The catalyst class is: 7. (2) Reactant: [NH:1]1[CH2:6][CH2:5][CH:4]([CH2:7][OH:8])[CH2:3][CH2:2]1.[CH2:9]=[C:10]1[O:14][C:12](=[O:13])[CH2:11]1. Product: [OH:8][CH2:7][CH:4]1[CH2:5][CH2:6][N:1]([C:12](=[O:13])[CH2:11][C:10](=[O:14])[CH3:9])[CH2:2][CH2:3]1. The catalyst class is: 7. (3) Reactant: [Cl:1][C:2]1[CH:16]=[CH:15][C:5]([O:6][C:7]2[CH:14]=[CH:13][C:10]([C:11]#[N:12])=[CH:9][CH:8]=2)=[CH:4][C:3]=1[C:17]([F:20])([F:19])[F:18].C([O-])([O-])=[O:22].[K+].[K+].OO.O. Product: [Cl:1][C:2]1[CH:16]=[CH:15][C:5]([O:6][C:7]2[CH:8]=[CH:9][C:10]([C:11]([NH2:12])=[O:22])=[CH:13][CH:14]=2)=[CH:4][C:3]=1[C:17]([F:18])([F:19])[F:20]. The catalyst class is: 16. (4) Reactant: C1C(=O)N([Cl:8])C(=O)C1.[CH3:9][C:10]1[S:14][C:13]([C:15]([O:17]C)=[O:16])=[CH:12][C:11]=1[C:19]1[N:23]([CH3:24])[N:22]=[CH:21][CH:20]=1.[OH-].[Na+]. Product: [Cl:8][C:20]1[CH:21]=[N:22][N:23]([CH3:24])[C:19]=1[C:11]1[CH:12]=[C:13]([C:15]([OH:17])=[O:16])[S:14][C:10]=1[CH3:9]. The catalyst class is: 7.